From a dataset of Choline transporter screen with 302,306 compounds. Binary Classification. Given a drug SMILES string, predict its activity (active/inactive) in a high-throughput screening assay against a specified biological target. (1) The molecule is O(c1cc(NC(=O)Cn2nc(nn2)c2c(N)cccc2)ccc1OC)C. The result is 0 (inactive). (2) The molecule is o1c(nc(c1NCC=C)C#N)Cc1c2c(ccc1)cccc2. The result is 0 (inactive). (3) The compound is O=P(Cc1c([N+]([O-])=O)cccc1)(c1c(OC)cccc1)c1ccccc1. The result is 0 (inactive). (4) The molecule is O1c2c(OC1)ccc(NC(=O)c1ccc(OCCC)cc1)c2. The result is 0 (inactive). (5) The molecule is Fc1cc(c(Oc2cc(NN3CCCCC3)c([N+]([O-])=O)cc2[N+]([O-])=O)cc1)C. The result is 0 (inactive). (6) The compound is O=C(N1CCC(NC(=O)c2ccc(OCC)cc2)CC1)NCc1ccccc1. The result is 0 (inactive). (7) The compound is Clc1ccc(S(=O)(=O)NCCC(=O)NC2C(CCCC2)C)cc1. The result is 0 (inactive). (8) The molecule is OCC1N(CCC1)Cc1nc(oc1C)c1c2c(ccc1)cccc2. The result is 0 (inactive). (9) The compound is O1CCN(CCN2C(\C(C(=O)C2=O)=C(/O)c2n3c(nc2C)c(ccc3)C)c2ccncc2)CC1. The result is 0 (inactive).